Task: Predict the reaction yield, written as a fraction of the theoretical maximum amount of product (1.0 means a 100% yield; for example, 0.34 means a 34% yield).. Dataset: Reaction yield outcomes from USPTO patents with 853,638 reactions (1) The reactants are [CH3:1][CH2:2][Mg+].[Br-].C1COCC1.[Si:10]([O:17][CH2:18][CH:19]([CH2:22][C:23]1[CH:28]=[CH:27][C:26]([Cl:29])=[CH:25][CH:24]=1)[C:20]#[N:21])([C:13]([CH3:16])([CH3:15])[CH3:14])([CH3:12])[CH3:11].[OH-].[Na+]. The catalyst is CCOCC.C(Cl)Cl. The product is [Si:10]([O:17][CH2:18][CH:19]([C:20]1([NH2:21])[CH2:2][CH2:1]1)[CH2:22][C:23]1[CH:24]=[CH:25][C:26]([Cl:29])=[CH:27][CH:28]=1)([C:13]([CH3:16])([CH3:15])[CH3:14])([CH3:12])[CH3:11]. The yield is 0.640. (2) The reactants are [O:1]([CH:8]([C:10]1[CH:18]=[CH:17][C:13]([C:14]([OH:16])=O)=[CH:12][CH:11]=1)[CH3:9])[C:2]1[CH:7]=[CH:6][CH:5]=[CH:4][CH:3]=1.Cl.C(N=C=NCCCN(C)C)C.ON1C2C=CC=CC=2N=N1.[NH2:41][CH2:42][C:43]1[C:44]([OH:51])=[N:45][C:46]([CH3:50])=[CH:47][C:48]=1[CH3:49]. The catalyst is ClCCl.O.C(N(CC)CC)C. The product is [OH:51][C:44]1[C:43]([CH2:42][NH:41][C:14](=[O:16])[C:13]2[CH:12]=[CH:11][C:10]([CH:8]([O:1][C:2]3[CH:3]=[CH:4][CH:5]=[CH:6][CH:7]=3)[CH3:9])=[CH:18][CH:17]=2)=[C:48]([CH3:49])[CH:47]=[C:46]([CH3:50])[N:45]=1. The yield is 0.530. (3) No catalyst specified. The yield is 0.120. The reactants are [Na:1].C[C:3]1(C)[CH2:8][O:7][CH:6]([CH2:9][O:10][C:11]2[CH:16]=[CH:15][N:14]=[C:13]([CH2:17][S:18]([C:20]3[NH:24][C:23]4[CH:25]=[CH:26][CH:27]=[CH:28][C:22]=4[N:21]=3)=[O:19])[C:12]=2[CH3:29])[O:5][CH2:4]1.Cl[C:32]1C(C)=C[N+]([O-])=C(C)C=1C.[F:42][CH2:43]C1(CO)OCCCO1. The product is [Na:1].[F:42][CH2:43][C:6]1([CH2:9][O:10][C:11]2[C:16]([CH3:32])=[CH:15][N:14]=[C:13]([CH2:17][S:18]([C:20]3[NH:24][C:23]4[CH:25]=[CH:26][CH:27]=[CH:28][C:22]=4[N:21]=3)=[O:19])[C:12]=2[CH3:29])[O:7][CH2:8][CH2:3][CH2:4][O:5]1.